The task is: Predict the reactants needed to synthesize the given product.. This data is from Retrosynthesis with 50K atom-mapped reactions and 10 reaction types from USPTO. Given the product CCN(CC)C(=O)c1ccc(C(c2ccc(NC(=O)OC)cc2)N2CCNCC2)cc1, predict the reactants needed to synthesize it. The reactants are: CCN(CC)C(=O)c1ccc(C(c2ccc(NC(=O)OC)cc2)N2CCN(C(=O)OC(C)(C)C)CC2)cc1.